From a dataset of Forward reaction prediction with 1.9M reactions from USPTO patents (1976-2016). Predict the product of the given reaction. (1) Given the reactants [CH2:1]([N:3]1[C:12]2[C:7](=[CH:8][CH:9]=[C:10]([C:13]3[CH:14]=[N:15][C:16]([NH:28][C:29](=[O:33])[NH:30][CH2:31][CH3:32])=[CH:17][C:18]=3[C:19]3[S:20][CH:21]=[C:22]([C:24]([F:27])([F:26])[F:25])[N:23]=3)[CH:11]=2)[C:6](=[O:34])[C:5]([C:35](O)=[O:36])=[CH:4]1)[CH3:2].C(N(CC)CC)C.CN(C(ON1N=NC2C=CC=NC1=2)=[N+](C)C)C.F[P-](F)(F)(F)(F)F.[P:69]([OH:77])([OH:76])([O:71][CH2:72][CH2:73][CH2:74][NH2:75])=[O:70], predict the reaction product. The product is: [P:69]([OH:77])([OH:76])([O:71][CH2:72][CH2:73][CH2:74][NH:75][C:35]([C:5]1[C:6](=[O:34])[C:7]2[C:12](=[CH:11][C:10]([C:13]3[CH:14]=[N:15][C:16]([NH:28][C:29](=[O:33])[NH:30][CH2:31][CH3:32])=[CH:17][C:18]=3[C:19]3[S:20][CH:21]=[C:22]([C:24]([F:25])([F:26])[F:27])[N:23]=3)=[CH:9][CH:8]=2)[N:3]([CH2:1][CH3:2])[CH:4]=1)=[O:36])=[O:70]. (2) The product is: [ClH:17].[CH3:6][NH:7][CH2:8][CH:9]1[CH2:14][CH2:13][O:12][CH2:11][CH2:10]1. Given the reactants C(O[C:6](=O)[N:7](C)[CH2:8][CH:9]1[CH2:14][CH2:13][O:12][CH2:11][CH2:10]1)(C)(C)C.[ClH:17], predict the reaction product. (3) Given the reactants [CH2:1]([O:3][C:4](=[O:19])[CH2:5][O:6][C:7]1[CH:12]=[CH:11][C:10]([NH2:13])=[CH:9][C:8]=1[CH2:14][CH2:15][CH2:16][O:17][CH3:18])[CH3:2].[C:20](O[C:20]([O:22][C:23]([CH3:26])([CH3:25])[CH3:24])=[O:21])([O:22][C:23]([CH3:26])([CH3:25])[CH3:24])=[O:21], predict the reaction product. The product is: [CH2:1]([O:3][C:4](=[O:19])[CH2:5][O:6][C:7]1[CH:12]=[CH:11][C:10]([NH:13][C:20]([O:22][C:23]([CH3:26])([CH3:25])[CH3:24])=[O:21])=[CH:9][C:8]=1[CH2:14][CH2:15][CH2:16][O:17][CH3:18])[CH3:2].